From a dataset of Forward reaction prediction with 1.9M reactions from USPTO patents (1976-2016). Predict the product of the given reaction. (1) The product is: [Cl:1][C:2]1[CH:3]=[C:4]2[C:10]([C:11]3[N:16]=[C:15]([NH:17][CH2:18][C@@H:19]4[CH2:24][CH2:23][CH2:22][CH2:31][C@H:20]4[NH:21][S:25]([CH3:28])(=[O:26])=[O:27])[C:14]([F:29])=[CH:13][N:12]=3)=[CH:9][NH:8][C:5]2=[N:6][CH:7]=1. Given the reactants [Cl:1][C:2]1[CH:3]=[C:4]2[C:10]([C:11]3[N:16]=[C:15]([NH:17][CH2:18][C@@H:19]4[CH2:24][CH2:23][CH2:22][N:21]([S:25]([CH3:28])(=[O:27])=[O:26])[CH2:20]4)[C:14]([F:29])=[CH:13][N:12]=3)=[CH:9][NH:8][C:5]2=[N:6][CH:7]=1.N[C@@H:31]1CCCC[C@H]1CNC1C(F)=CN=C(C2C3C(=NC=C(Cl)C=3)N(S(C3C=CC(C)=CC=3)(=O)=O)C=2)N=1.CS(Cl)(=O)=O, predict the reaction product. (2) Given the reactants [CH3:1][N:2]1[CH2:7][CH2:6][N:5]([C:8]2[C:17]3[CH:16]=[C:15]([NH:18][C:19](=[O:26])[C:20]4[CH:25]=[CH:24][CH:23]=[CH:22][CH:21]=4)[CH:14]=[CH:13][C:12]=3[CH2:11][CH2:10][CH:9]=2)[CH2:4][CH2:3]1.C([BH3-])#N.[Na+].Cl, predict the reaction product. The product is: [CH3:1][N:2]1[CH2:3][CH2:4][N:5]([CH:8]2[C:17]3[CH:16]=[C:15]([NH:18][C:19](=[O:26])[C:20]4[CH:25]=[CH:24][CH:23]=[CH:22][CH:21]=4)[CH:14]=[CH:13][C:12]=3[CH2:11][CH2:10][CH2:9]2)[CH2:6][CH2:7]1. (3) Given the reactants [CH:1]12[CH2:16][CH:12]([CH2:13][NH:14][CH2:15]1)[C:11]1[C:10]([C:17](=[O:22])[C:18]([F:21])([F:20])[F:19])=[CH:9][CH:8]=[C:7]3[C:4]([NH:5][C:6]3=O)=[CH:3][C:2]2=1.O=P(Cl)(Cl)[Cl:26], predict the reaction product. The product is: [Cl:26][C:6]1[CH:7]=[CH:8][C:9]2[C:4](=[CH:3][C:2]3[CH:1]4[CH2:16][CH:12]([C:11]=3[C:10]=2[C:17](=[O:22])[C:18]([F:20])([F:21])[F:19])[CH2:13][NH:14][CH2:15]4)[N:5]=1. (4) The product is: [CH2:1]([O:8][N:9]([CH2:12][CH:13]1[CH:17]([CH2:18][CH2:19][CH2:20][CH3:21])[CH2:16][N:15]([C:33]([C:34]2[CH:39]=[CH:38][CH:37]=[CH:36][CH:35]=2)=[O:40])[C:14]1=[O:22])[CH:10]=[O:11])[C:2]1[CH:7]=[CH:6][CH:5]=[CH:4][CH:3]=1. Given the reactants [CH2:1]([O:8][N:9]([CH2:12][CH:13]1[CH:17]([CH2:18][CH2:19][CH2:20][CH3:21])[CH2:16][NH:15][C:14]1=[O:22])[CH:10]=[O:11])[C:2]1[CH:7]=[CH:6][CH:5]=[CH:4][CH:3]=1.C[Si]([N-][Si](C)(C)C)(C)C.[Li+].[C:33](Cl)(=[O:40])[C:34]1[CH:39]=[CH:38][CH:37]=[CH:36][CH:35]=1, predict the reaction product.